From a dataset of Forward reaction prediction with 1.9M reactions from USPTO patents (1976-2016). Predict the product of the given reaction. Given the reactants [CH:1]1([N:7]([C:21]2[CH:26]=[CH:25][C:24]([O:27][CH3:28])=[CH:23][CH:22]=2)[CH:8]2[CH2:13][CH2:12][N:11](C(OC(C)(C)C)=O)[CH2:10][CH2:9]2)[CH2:6][CH2:5][CH2:4][CH2:3][CH2:2]1, predict the reaction product. The product is: [CH:1]1([N:7]([C:21]2[CH:22]=[CH:23][C:24]([O:27][CH3:28])=[CH:25][CH:26]=2)[CH:8]2[CH2:9][CH2:10][NH:11][CH2:12][CH2:13]2)[CH2:2][CH2:3][CH2:4][CH2:5][CH2:6]1.